This data is from Reaction yield outcomes from USPTO patents with 853,638 reactions. The task is: Predict the reaction yield, written as a fraction of the theoretical maximum amount of product (1.0 means a 100% yield; for example, 0.34 means a 34% yield). (1) The reactants are I[C:2]1[CH:7]=[CH:6][C:5]([C:8]2([C:11]([F:14])([F:13])[F:12])[N:10]=[N:9]2)=[CH:4][CH:3]=1.CC1(C)C(C)(C)OB([C:23]2[CH:28]=[CH:27][C:26]([NH:29][S:30]([CH3:33])(=[O:32])=[O:31])=[CH:25][CH:24]=2)O1. The catalyst is C(=O)([O-])[O-].[K+].[K+].CN(C)C=O.C1C=CC([P]([Pd]([P](C2C=CC=CC=2)(C2C=CC=CC=2)C2C=CC=CC=2)([P](C2C=CC=CC=2)(C2C=CC=CC=2)C2C=CC=CC=2)[P](C2C=CC=CC=2)(C2C=CC=CC=2)C2C=CC=CC=2)(C2C=CC=CC=2)C2C=CC=CC=2)=CC=1. The product is [F:12][C:11]([F:14])([F:13])[C:8]1([C:5]2[CH:6]=[CH:7][C:2]([C:23]3[CH:24]=[CH:25][C:26]([NH:29][S:30]([CH3:33])(=[O:31])=[O:32])=[CH:27][CH:28]=3)=[CH:3][CH:4]=2)[N:10]=[N:9]1. The yield is 0.290. (2) The reactants are FC(F)(F)C(O)=O.[N:8]1([C:14]2[N:19]3[N:20]=[C:21]([C:23]4[CH:28]=[CH:27][CH:26]=[CH:25][CH:24]=4)[CH:22]=[C:18]3[N:17]=[C:16]([NH:29][NH2:30])[CH:15]=2)[CH2:13][CH2:12][O:11][CH2:10][CH2:9]1.[C:31]([C:33]1[CH:34]=[C:35]([CH:38]=[CH:39][CH:40]=1)[CH:36]=O)#[N:32]. The catalyst is C(O)C. The product is [C:31]([C:33]1[CH:34]=[C:35]([CH:38]=[CH:39][CH:40]=1)[CH:36]=[N:30][NH:29][C:16]1[CH:15]=[C:14]([N:8]2[CH2:13][CH2:12][O:11][CH2:10][CH2:9]2)[N:19]2[N:20]=[C:21]([C:23]3[CH:28]=[CH:27][CH:26]=[CH:25][CH:24]=3)[CH:22]=[C:18]2[N:17]=1)#[N:32]. The yield is 1.00. (3) The yield is 0.530. The catalyst is C1COCC1. The reactants are [NH2:1][C:2]1[CH:7]=[CH:6][C:5]([C:8]2[CH2:9][C@@H:10]3[N:16]([CH:17]=2)[C:15](=[O:18])[C:14]2[CH:19]=[C:20]([O:63][CH3:64])[C:21]([O:23][CH2:24][CH2:25][CH2:26][O:27][C:28]4[C:60]([O:61][CH3:62])=[CH:59][C:31]5[C:32](=[O:58])[N:33]6[CH:48]=[C:47]([C:49]7[CH:57]=[CH:56][C:52]8[O:53][CH2:54][O:55][C:51]=8[CH:50]=7)[CH2:46][C@H:34]6[C:35](=O)[N:36](COCC[Si](C)(C)C)[C:30]=5[CH:29]=4)=[CH:22][C:13]=2[N:12](COCC[Si](C)(C)C)[C:11]3=O)=[CH:4][CH:3]=1.[Li+].[B-](CC)(CC)CC.O. The product is [NH2:1][C:2]1[CH:3]=[CH:4][C:5]([C:8]2[CH2:9][C@@H:10]3[N:16]([CH:17]=2)[C:15](=[O:18])[C:14]2[CH:19]=[C:20]([O:63][CH3:64])[C:21]([O:23][CH2:24][CH2:25][CH2:26][O:27][C:28]4[C:60]([O:61][CH3:62])=[CH:59][C:31]5[C:32](=[O:58])[N:33]6[CH:48]=[C:47]([C:49]7[CH:57]=[CH:56][C:52]8[O:53][CH2:54][O:55][C:51]=8[CH:50]=7)[CH2:46][C@H:34]6[CH:35]=[N:36][C:30]=5[CH:29]=4)=[CH:22][C:13]=2[N:12]=[CH:11]3)=[CH:6][CH:7]=1. (4) The yield is 0.840. The reactants are [CH2:1]([O:4][C:5]1[CH:12]=[CH:11][C:8]([CH:9]=O)=[C:7]([C:13]([F:16])([F:15])[F:14])[CH:6]=1)[CH2:2][CH3:3].[NH2:17][OH:18].O.CCCCCC.CCOC(C)=O. The catalyst is CCO. The product is [CH2:1]([O:4][C:5]1[CH:12]=[CH:11][C:8]([CH:9]=[N:17][OH:18])=[C:7]([C:13]([F:16])([F:15])[F:14])[CH:6]=1)[CH2:2][CH3:3]. (5) The reactants are [N:1]1([CH2:10][C:11]([O:13]C)=O)[C:9]2[C:4](=[CH:5][CH:6]=[CH:7][CH:8]=2)[CH:3]=[N:2]1.[NH3:15]. The catalyst is CO. The product is [N:1]1([CH2:10][C:11]([NH2:15])=[O:13])[C:9]2[C:4](=[CH:5][CH:6]=[CH:7][CH:8]=2)[CH:3]=[N:2]1. The yield is 0.810.